From a dataset of Catalyst prediction with 721,799 reactions and 888 catalyst types from USPTO. Predict which catalyst facilitates the given reaction. (1) Reactant: [O:1]=[C:2]1[C:10]2[CH:9]=[CH:8][CH:7]=[C:6]([C:11]#[N:12])[C:5]=2[CH2:4][CH2:3]1.[BH4-].[Na+]. Product: [OH:1][CH:2]1[C:10]2[CH:9]=[CH:8][CH:7]=[C:6]([C:11]#[N:12])[C:5]=2[CH2:4][CH2:3]1. The catalyst class is: 14. (2) Reactant: [CH2:1]([C:3]1[CH:4]=[N:5][C:6]([N:9]2[CH2:14][CH2:13][CH:12]([OH:15])[CH2:11][CH2:10]2)=[N:7][CH:8]=1)[CH3:2].C(N(C(C)C)CC)(C)C.[CH3:25][S:26](Cl)(=[O:28])=[O:27].O. Product: [CH3:25][S:26]([O:15][CH:12]1[CH2:11][CH2:10][N:9]([C:6]2[N:7]=[CH:8][C:3]([CH2:1][CH3:2])=[CH:4][N:5]=2)[CH2:14][CH2:13]1)(=[O:28])=[O:27]. The catalyst class is: 2. (3) The catalyst class is: 10. Product: [F:13][C:14]1[CH:20]=[C:19]([I:21])[CH:18]=[CH:17][C:15]=1[NH:16][C:2]1[C:10]([F:11])=[C:9]([F:12])[CH:8]=[CH:7][C:3]=1[C:4]([OH:6])=[O:5]. Reactant: F[C:2]1[C:10]([F:11])=[C:9]([F:12])[CH:8]=[CH:7][C:3]=1[C:4]([OH:6])=[O:5].[F:13][C:14]1[CH:20]=[C:19]([I:21])[CH:18]=[CH:17][C:15]=1[NH2:16].[NH2-].[Li+]. (4) Reactant: [OH:1][C:2]1[CH:10]=[CH:9][C:5]([C:6]([OH:8])=[O:7])=[CH:4][CH:3]=1.[OH-].[Na+].[C:13](Cl)(=[O:23])[CH2:14][CH2:15][CH2:16][CH2:17][CH2:18][CH2:19][CH2:20][CH2:21][CH3:22].Cl. Product: [C:13]([O:1][C:2]1[CH:10]=[CH:9][C:5]([C:6]([OH:8])=[O:7])=[CH:4][CH:3]=1)(=[O:23])[CH2:14][CH2:15][CH2:16][CH2:17][CH2:18][CH2:19][CH2:20][CH2:21][CH3:22]. The catalyst class is: 657. (5) Reactant: C(OC([N:8]1[CH2:12][C@@H:11]([CH2:13][N:14]([CH:31]([CH3:33])[CH3:32])[C:15](=[O:30])[C:16]2[CH:21]=[CH:20][C:19]([O:22][CH3:23])=[C:18]([O:24][CH2:25][CH2:26][CH2:27][O:28][CH3:29])[CH:17]=2)[C@@H:10]([NH:34][CH2:35][C:36]2[CH:41]=[CH:40][CH:39]=[CH:38][CH:37]=2)[CH2:9]1)=O)(C)(C)C.C(O)(C(F)(F)F)=O.C([O-])(O)=O.[Na+]. Product: [CH2:35]([NH:34][C@H:10]1[CH2:9][NH:8][CH2:12][C@H:11]1[CH2:13][N:14]([CH:31]([CH3:33])[CH3:32])[C:15](=[O:30])[C:16]1[CH:21]=[CH:20][C:19]([O:22][CH3:23])=[C:18]([O:24][CH2:25][CH2:26][CH2:27][O:28][CH3:29])[CH:17]=1)[C:36]1[CH:41]=[CH:40][CH:39]=[CH:38][CH:37]=1. The catalyst class is: 2.